This data is from Catalyst prediction with 721,799 reactions and 888 catalyst types from USPTO. The task is: Predict which catalyst facilitates the given reaction. (1) Reactant: [Cl:1][C:2]1[C:3]([NH:8][C:9]2[S:10][CH:11]=[C:12]([C:14]([O:16]CC)=O)[N:13]=2)=[N:4][CH:5]=[CH:6][CH:7]=1.NC1S[CH:22]=[C:23]([C:25](OCC)=O)[N:24]=1.ClC1C(Cl)=CC=CN=1.C1(P(C2C=CC=CC=2)[C:45]2C=C[C:52]3[C:47](=[CH:48]C=CC=3)[C:46]=2[C:55]2C3C(=CC=CC=3)C=CC=2P(C2C=CC=CC=2)C2C=CC=CC=2)C=CC=CC=1.C(=O)([O-])[O-].[K+].[K+]. Product: [Cl:1][C:2]1[C:3]([NH:8][C:9]2[S:10][CH:11]=[C:12]([C:14]([NH:25][C:23]3[CH:22]=[CH:55][C:46]([CH:47]([CH3:52])[CH3:48])=[CH:45][CH:24]=3)=[O:16])[N:13]=2)=[N:4][CH:5]=[CH:6][CH:7]=1. The catalyst class is: 487. (2) Reactant: [CH3:1][O:2][C:3]1[CH:4]=[C:5]([N:12]2[CH2:17][CH2:16][N:15]([C:18]([O:20][C:21]([CH3:24])([CH3:23])[CH3:22])=[O:19])[CH2:14][C:13]2=[O:25])[CH:6]=[CH:7][C:8]=1[N+:9]([O-])=O. Product: [NH2:9][C:8]1[CH:7]=[CH:6][C:5]([N:12]2[CH2:17][CH2:16][N:15]([C:18]([O:20][C:21]([CH3:22])([CH3:23])[CH3:24])=[O:19])[CH2:14][C:13]2=[O:25])=[CH:4][C:3]=1[O:2][CH3:1]. The catalyst class is: 865.